Dataset: Experimentally validated miRNA-target interactions with 360,000+ pairs, plus equal number of negative samples. Task: Binary Classification. Given a miRNA mature sequence and a target amino acid sequence, predict their likelihood of interaction. (1) The miRNA is cel-miR-244-5p with sequence UCUUUGGUUGUACAAAGUGGUAUG. The protein sequence of the target gene is MKVKGRGITCLLVSFAVICLVATPGGKACPRRCACYMPTEVHCTFRYLTSIPDSIPPNVERINLGYNSLVRLMETDFSGLTKLELLMLHSNGIHTIPDKTFSDLQALQVLKMSYNKVRKLQKDTFYGLRSLTRLHMDHNNIEFINPEVFYGLNFLRLVHLEGNQLTKLHPDTFVSLSYLQIFKISFIKFLYLSDNFLTSLPQEMVSYMPDLDSLYLHGNPWTCDCHLKWLSDWIQEKPDVIKCKKDRSPSSAQQCPLCMNPRTSKGKPLAMVSAAAFQCAKPTIDSSLKSKSLTILEDSS.... Result: 0 (no interaction). (2) The miRNA is hsa-miR-3910 with sequence AAAGGCAUAAAACCAAGACA. The protein sequence of the target gene is MADPDVLTEVPAALKRLAKYVIRGFYGIEHALALDILIRNSCVKEEDMLELLKFDRKQLRSVLNNLKGDKFIKCRMRVETAADGKTTRHNYYFINYRTLVNVVKYKLDHMRRRIETDERDSTNRASFKCPVCSSTFTDLEANQLFDPMTGTFRCTFCHTEVEEDESAMPKKDARTLLARFNEQIEPIYALLRETEDVNLAYEILEPEPTEIPALKQSKDHAATTAGAASLAGGHHREAWATKGPSYEDLYTQNVVINMDDQEDLHRASLEGKSAKERPIWLRESTVQGAYGSEDMKEGGI.... Result: 1 (interaction). (3) The miRNA is mmu-miR-297c-5p with sequence AUGUAUGUGUGCAUGUACAUGU. The protein sequence of the target gene is MLHHHCRRNPELQEELQIQAAVAAGDVHTVRKMLEQGYSPNGRDANGWTLLHFSAARGKERCVRVFLEHGADPTVKDLIGGFTALHYAAMHGRARIARLMLESEYRSDIINAKSNDGWTPLHVAAHYGRDSFVRLLLEFKAEVDPLSDKGTTPLQLAIIRERSSCVKILLDHNANIDIQNGFLLRYAVIKSNHSYCRMFLQRGADTNLGRLEDGQTPLHLSALRDDVLCARMLYNYGADTNTRNYEGQTPLAVSISISGSSRPCLDFLQDVTRQPRTLQDLCRIKIRQCIGLQNLKLLDE.... Result: 1 (interaction). (4) The miRNA is hsa-miR-20a-5p with sequence UAAAGUGCUUAUAGUGCAGGUAG. The protein sequence of the target gene is MELPDPVRQRLGNFSRAVFSDSNRTGPESNEGPENEMVSSLALQMSLYFNTYYFPLWWVSSIMMLHMKYSILPDYYKFIVITVIILITLIEAIRLYLGYVGNLQEKVPELAGFWLLSLLLQLPLILFLLFNEGLTNLPLEKAIHIIFTLFLAFQVVAAFLTLRKMVNQLAVRFHLQDFDRLSANRGDMRRMRSCIEEI. Result: 0 (no interaction). (5) The miRNA is ssc-miR-181d-5p with sequence AACAUUCAUUGUUGUCGGUGGGUU. The protein sequence of the target gene is MTHQDLSITAKLINGGVAGLVGVTCVFPIDLAKTRLQNQHGKAMYKGMIDCLMKTARAEGFFGMYRGAAVNLTLVTPEKAIKLAANDFFRRLLMEDGMQRNLKMEMLAGCGAGMCQVVVTCPMEMLKIQLQDAGRLAVHHQGSASAPSTSRSYTTGSASTHRRPSATLIAWELLRTQGLAGLYRGLGATLLRDIPFSIIYFPLFANLNNLGFNELAGKASFAHSFVSGCVAGSIAAVAVTPLDVLKTRIQTLKKGLGEDMYSGITDCARKLWIQEGPSAFMKGAGCRALVIAPLFGIAQG.... Result: 0 (no interaction). (6) The miRNA is hsa-miR-4310 with sequence GCAGCAUUCAUGUCCC. The protein sequence of the target gene is MEEIYAKFVSQKISKTRWRPLPPGSLQTAETFATGSWDNEENYISLWSIGDFGNLDSDGGFEGDHQLLCDIRHHGDVMDLQFFDQERIVAASSTGCVTVFLHHPNNQTLSVNQQWTTAHYHTGPGSPSYSSAPCTGVVCNNPEIVTVGEDGRINLFRADHKEAVRTIDNADSSTLHAVTFLRTPEILTVNSIGQLKIWDFRQQGNEPSQILSLTGDRVPLHCVDRHPNQQHVVATGGQDGMLSIWDVRQGTMPVSLLKAHEAEMWEVHFHPSNPEHLFTCSEDGSLWHWDASTDVPEKSS.... Result: 1 (interaction).